Dataset: Reaction yield outcomes from USPTO patents with 853,638 reactions. Task: Predict the reaction yield, written as a fraction of the theoretical maximum amount of product (1.0 means a 100% yield; for example, 0.34 means a 34% yield). The reactants are [C:7]([O:6][O:6][C:7]([CH3:10])([CH3:9])[CH3:8])([CH3:10])([CH3:9])[CH3:8].[CH2:11]1[CH2:16][CH2:15][CH2:14][CH2:13][CH2:12]1. No catalyst specified. The product is [CH:11]1([O:6][C:7]([CH3:8])([CH3:9])[CH3:10])[CH2:16][CH2:15][CH2:14][CH2:13][CH2:12]1. The yield is 0.500.